This data is from Reaction yield outcomes from USPTO patents with 853,638 reactions. The task is: Predict the reaction yield, written as a fraction of the theoretical maximum amount of product (1.0 means a 100% yield; for example, 0.34 means a 34% yield). (1) The reactants are [N:1]1[CH:6]=[CH:5][CH:4]=[C:3]([C:7]2[S:8][C:9]([C:12](Cl)=[O:13])=[CH:10][N:11]=2)[CH:2]=1.C(N(CC)CC)C.Cl.[CH3:23][O:24][NH:25][CH3:26]. The catalyst is C(Cl)Cl.CN(C1C=CC=CN=1)C. The product is [CH3:23][O:24][N:25]([CH3:26])[C:12]([C:9]1[S:8][C:7]([C:3]2[CH:2]=[N:1][CH:6]=[CH:5][CH:4]=2)=[N:11][CH:10]=1)=[O:13]. The yield is 0.820. (2) The reactants are [F:1][C:2]([F:19])([F:18])[C:3]1([C:14]([F:17])([F:16])[F:15])[C:8]2[CH:9]=[CH:10][CH:11]=[CH:12][C:7]=2[NH:6][C:5](=[O:13])[O:4]1.C([O-])(=O)C.[K+].[Br:25]Br. The catalyst is C(O)(=O)C.[Cl-].[Na+].O. The product is [Br:25][C:10]1[CH:11]=[CH:12][C:7]2[NH:6][C:5](=[O:13])[O:4][C:3]([C:14]([F:17])([F:16])[F:15])([C:2]([F:1])([F:18])[F:19])[C:8]=2[CH:9]=1. The yield is 0.570. (3) The reactants are [F:1][C:2]1[CH:7]=[C:6]([N:8]2[CH2:12][CH:11]([CH2:13][NH:14][C:15](=[O:17])[CH3:16])[O:10][C:9]2=[O:18])[CH:5]=[CH:4][C:3]=1[C:19]1[CH:24]=[CH:23][C:22]([CH2:25][OH:26])=[CH:21][CH:20]=1.C(N(CC)CC)C.[CH3:34][S:35](Cl)(=[O:37])=[O:36].O. The catalyst is C(Cl)Cl. The product is [C:15]([NH:14][CH2:13][CH:11]1[O:10][C:9](=[O:18])[N:8]([C:6]2[CH:5]=[CH:4][C:3]([C:19]3[CH:24]=[CH:23][C:22]([CH2:25][O:26][S:35]([CH3:34])(=[O:37])=[O:36])=[CH:21][CH:20]=3)=[C:2]([F:1])[CH:7]=2)[CH2:12]1)(=[O:17])[CH3:16]. The yield is 0.780. (4) The reactants are CC([O-])(C)C.[K+].[CH2:7]([O:14][C:15]1[CH:20]=[CH:19][CH:18]=[CH:17][CH:16]=1)[C:8]1[CH:13]=[CH:12][CH:11]=[CH:10][CH:9]=1.[SiH:21]([CH2:26][CH3:27])([CH2:24][CH3:25])[CH2:22][CH3:23]. The yield is 0.460. The product is [CH2:22]([Si:21]([CH2:26][CH3:27])([CH2:24][CH3:25])[CH:7]([O:14][C:15]1[CH:20]=[CH:19][CH:18]=[CH:17][CH:16]=1)[C:8]1[CH:13]=[CH:12][CH:11]=[CH:10][CH:9]=1)[CH3:23]. The catalyst is C1COCC1. (5) The reactants are [OH-].[Li+].C[O:4][C:5](=[O:40])[C@H:6]([CH2:14][C:15]1[CH:20]=[C:19]([Cl:21])[C:18]([O:22][CH2:23][C:24]2[C:32]3[O:31][C:30]([C:33]4[CH:38]=[CH:37][CH:36]=[CH:35][CH:34]=4)=[N:29][C:28]=3[CH:27]=[CH:26][CH:25]=2)=[C:17]([Cl:39])[CH:16]=1)[NH:7]C(=O)C(F)(F)F.Cl. The catalyst is O1CCCC1.O. The product is [Cl:21][C:19]1[CH:20]=[C:15]([CH:16]=[C:17]([Cl:39])[C:18]=1[O:22][CH2:23][C:24]1[C:32]2[O:31][C:30]([C:33]3[CH:34]=[CH:35][CH:36]=[CH:37][CH:38]=3)=[N:29][C:28]=2[CH:27]=[CH:26][CH:25]=1)[CH2:14][C@@H:6]([C:5]([OH:40])=[O:4])[NH2:7]. The yield is 0.940. (6) The reactants are [CH3:1][O:2][C:3]1[C:8]([CH3:9])=[CH:7][N:6]=[C:5]([CH2:10][NH2:11])[C:4]=1[CH3:12].C([O-])([O-])=O.[K+].[K+].Cl[CH2:20][C:21]([O:23][CH2:24][CH3:25])=[O:22]. The catalyst is C1COCC1. The product is [CH3:1][O:2][C:3]1[C:8]([CH3:9])=[CH:7][N:6]=[C:5]([CH2:10][NH:11][CH2:20][C:21]([O:23][CH2:24][CH3:25])=[O:22])[C:4]=1[CH3:12]. The yield is 0.500. (7) The reactants are [Cl:1][C:2]1[CH:3]=[C:4]2[C:9](=[CH:10][CH:11]=1)[N:8]=[C:7]([NH:12][C:13](=[O:17])OCC)[C:6]([O:18][CH3:19])=[N:5]2.[CH3:20][O:21][C:22]1[CH:27]=[CH:26][CH:25]=[CH:24][C:23]=1[N:28]1[CH2:33][CH2:32][NH:31][CH2:30][CH2:29]1. No catalyst specified. The product is [Cl:1][C:2]1[CH:3]=[C:4]2[C:9](=[CH:10][CH:11]=1)[N:8]=[C:7]([NH:12][C:13]([N:31]1[CH2:30][CH2:29][N:28]([C:23]3[CH:24]=[CH:25][CH:26]=[CH:27][C:22]=3[O:21][CH3:20])[CH2:33][CH2:32]1)=[O:17])[C:6]([O:18][CH3:19])=[N:5]2. The yield is 0.920. (8) The reactants are [CH3:1][C:2]1[N:3]([C:8]2[CH:9]=[C:10]([C:15]3[C:16](=[O:21])[NH:17][N:18]=[CH:19][CH:20]=3)[CH:11]=[CH:12][C:13]=2[CH3:14])[C:4]([CH3:7])=[CH:5][CH:6]=1.[CH3:22][Si](C)(C)N[Si](C)(C)C.[K].CI.O. The catalyst is CN(C=O)C. The product is [CH3:7][C:4]1[N:3]([C:8]2[CH:9]=[C:10]([C:15]3[C:16](=[O:21])[N:17]([CH3:22])[N:18]=[CH:19][CH:20]=3)[CH:11]=[CH:12][C:13]=2[CH3:14])[C:2]([CH3:1])=[CH:6][CH:5]=1. The yield is 1.00. (9) The reactants are [F:1][C:2]1[CH:7]=[CH:6][C:5]([C:8]2[O:9][CH:10]=[C:11]([C:13]([CH3:17])([CH3:16])[CH2:14][NH2:15])[N:12]=2)=[CH:4][CH:3]=1.[F:18][C:19]([F:37])([F:36])[C:20]([C:22]1[S:26][CH:25]=[C:24]([C:27]2[CH:28]=[C:29]([CH:33]=[CH:34][CH:35]=2)[C:30](O)=[O:31])[CH:23]=1)=[O:21]. No catalyst specified. The product is [F:1][C:2]1[CH:3]=[CH:4][C:5]([C:8]2[O:9][CH:10]=[C:11]([C:13]([CH3:17])([CH3:16])[CH2:14][NH:15][C:30](=[O:31])[C:29]3[CH:33]=[CH:34][CH:35]=[C:27]([C:24]4[CH:23]=[C:22]([C:20](=[O:21])[C:19]([F:18])([F:36])[F:37])[S:26][CH:25]=4)[CH:28]=3)[N:12]=2)=[CH:6][CH:7]=1. The yield is 0.170.